This data is from Full USPTO retrosynthesis dataset with 1.9M reactions from patents (1976-2016). The task is: Predict the reactants needed to synthesize the given product. (1) Given the product [CH:22]([N:12]([C:10](=[O:11])[CH2:9][CH2:8][C:3]1[CH:4]=[CH:5][CH:6]=[CH:7][C:2]=1[C:36]1[CH:37]=[CH:38][C:33]([O:32][CH3:31])=[CH:34][CH:35]=1)[NH:13][C:14](=[O:21])[C:15]1[CH:20]=[CH:19][CH:18]=[CH:17][CH:16]=1)([CH3:24])[CH3:23], predict the reactants needed to synthesize it. The reactants are: Br[C:2]1[CH:7]=[CH:6][CH:5]=[CH:4][C:3]=1[CH2:8][CH2:9][C:10]([N:12]([CH:22]([CH3:24])[CH3:23])[NH:13][C:14](=[O:21])[C:15]1[CH:20]=[CH:19][CH:18]=[CH:17][CH:16]=1)=[O:11].C([O-])([O-])=O.[Na+].[Na+].[CH3:31][O:32][C:33]1[CH:38]=[CH:37][C:36](B(O)O)=[CH:35][CH:34]=1. (2) Given the product [NH2:6][C:7]1[N:8]=[C:9]([Cl:3])[C:10]2[CH:15]([C:16]([O:18][CH3:19])=[O:17])[CH2:14][CH2:13][C:11]=2[N:12]=1, predict the reactants needed to synthesize it. The reactants are: P(Cl)(Cl)([Cl:3])=O.[NH2:6][C:7]1[N:8]=[C:9](O)[C:10]2[CH:15]([C:16]([O:18][CH3:19])=[O:17])[CH2:14][CH2:13][C:11]=2[N:12]=1. (3) Given the product [CH3:25][O:24][C:4]1[C:5]2[CH:6]([C:27]3[CH:32]=[CH:31][CH:30]=[CH:29][CH:28]=3)[N:7]3[CH2:20][CH2:19][C:18]4[C:13]([C:8]3=[CH:9][C:10]=2[CH:11]=[CH:12][C:3]=1[O:2][CH3:1])=[CH:14][C:15]1[O:23][CH2:22][O:21][C:16]=1[CH:17]=4, predict the reactants needed to synthesize it. The reactants are: [CH3:1][O:2][C:3]1[CH:12]=[CH:11][C:10]2[C:5](=[CH:6][N+:7]3[CH2:20][CH2:19][C:18]4[C:13](=[CH:14][C:15]5[O:23][CH2:22][O:21][C:16]=5[CH:17]=4)[C:8]=3[CH:9]=2)[C:4]=1[O:24][CH3:25].[Cl-].[C:27]1([Mg]Cl)[CH:32]=[CH:31][CH:30]=[CH:29][CH:28]=1. (4) Given the product [F:1][C:2]1[CH:3]=[C:4]([CH2:9][C:10]2[CH:11]=[C:12]([N+:18]([O-:20])=[O:19])[C:13]([C:16]([NH2:17])=[O:23])=[N:14][CH:15]=2)[CH:5]=[CH:6][C:7]=1[F:8], predict the reactants needed to synthesize it. The reactants are: [F:1][C:2]1[CH:3]=[C:4]([CH2:9][C:10]2[CH:11]=[C:12]([N+:18]([O-:20])=[O:19])[C:13]([C:16]#[N:17])=[N:14][CH:15]=2)[CH:5]=[CH:6][C:7]=1[F:8].O.C([O-])([O-])=[O:23].[K+].[K+]. (5) Given the product [CH3:14][S:11]([C:8]1[CH:9]=[CH:10][C:2]([O:16][C:23]([CH3:26])([CH3:24])[C:22]([F:28])([F:27])[F:21])=[C:3]([CH:7]=1)[C:4]([OH:6])=[O:5])(=[O:13])=[O:12], predict the reactants needed to synthesize it. The reactants are: F[C:2]1[CH:10]=[CH:9][C:8]([S:11]([CH3:14])(=[O:13])=[O:12])=[CH:7][C:3]=1[C:4]([OH:6])=[O:5].C(=O)([O-])[O-:16].[Cs+].[Cs+].[F:21][C:22]([F:28])([F:27])[CH:23]([CH3:26])[CH2:24]O.C(O)=O. (6) Given the product [C:2]([C:4]1[C:9]([O:10][CH3:11])=[CH:8][C:7]([O:12][CH3:13])=[CH:6][C:5]=1[O:14][CH3:15])([CH3:16])=[CH2:1], predict the reactants needed to synthesize it. The reactants are: [CH3:1][C:2]([C:4]1[C:9]([O:10][CH3:11])=[CH:8][C:7]([O:12][CH3:13])=[CH:6][C:5]=1[O:14][CH3:15])=O.[CH3:16]C(C)([O-])C.[K+]. (7) Given the product [CH3:35][Si:36]([C:39]#[C:40][C:2]1[CH:3]=[C:4]([NH2:8])[CH:5]=[N:6][CH:7]=1)([CH3:38])[CH3:37], predict the reactants needed to synthesize it. The reactants are: Br[C:2]1[CH:3]=[C:4]([NH2:8])[CH:5]=[N:6][CH:7]=1.C1(P(C2C=CC=CC=2)C2C=CC=CC=2)C=CC=CC=1.C(N(CC)CC)C.[CH3:35][Si:36]([C:39]#[CH:40])([CH3:38])[CH3:37].